This data is from Full USPTO retrosynthesis dataset with 1.9M reactions from patents (1976-2016). The task is: Predict the reactants needed to synthesize the given product. (1) Given the product [CH2:3]([N:10]([CH3:30])[C:11]([CH:13]1[CH2:18][CH2:17][N:16]([C:19]([C:21]2[N:22]([CH2:39][C:38]#[CH:37])[C:23]3[C:28]([CH:29]=2)=[CH:27][CH:26]=[CH:25][CH:24]=3)=[O:20])[CH2:15][CH2:14]1)=[O:12])[C:4]1[CH:9]=[CH:8][CH:7]=[CH:6][CH:5]=1, predict the reactants needed to synthesize it. The reactants are: [H-].[Na+].[CH2:3]([N:10]([CH3:30])[C:11]([CH:13]1[CH2:18][CH2:17][N:16]([C:19]([C:21]2[NH:22][C:23]3[C:28]([CH:29]=2)=[CH:27][CH:26]=[CH:25][CH:24]=3)=[O:20])[CH2:15][CH2:14]1)=[O:12])[C:4]1[CH:9]=[CH:8][CH:7]=[CH:6][CH:5]=1.CN(C=O)C.Br[CH2:37][C:38]#[CH:39]. (2) Given the product [CH3:29][O:28][C:22]1[CH:23]=[C:24]2[C@H:25]3[C@H:16]([O:15][C:14]4[C:9]5[CH:8]=[CH:7][C:6]([CH3:33])([CH3:5])[O:32][C:10]=5[CH:11]=[CH:12][C:13]=4[C@H:26]3[OH:27])[CH2:17][O:18][C:19]2=[CH:20][C:21]=1[O:30][CH3:31].[CH3:29][O:28][C:22]1[CH:23]=[C:24]2[C:19](=[CH:20][C:21]=1[O:30][CH3:31])[O:18][CH2:17][CH2:16][CH:25]2[CH:26]=[O:27], predict the reactants needed to synthesize it. The reactants are: [BH4-].[Na+].CO.[CH3:5][C:6]1([CH3:33])[O:32][C:10]2[CH:11]=[CH:12][C:13]3[C:26](=[O:27])[C@@H:25]4[C@@H:16]([CH2:17][O:18][C:19]5[C:24]4=[CH:23][C:22]([O:28][CH3:29])=[C:21]([O:30][CH3:31])[CH:20]=5)[O:15][C:14]=3[C:9]=2[CH:8]=[CH:7]1. (3) Given the product [CH3:1][CH:2]1[NH:7][CH2:6][CH:5]([CH2:8][CH2:9][N:10]2[C:18]3[CH:17]=[CH:16][C:15]([O:19][C:20]([F:22])([F:23])[F:21])=[CH:14][C:13]=3[C:12]3[CH2:24][N:25]4[CH2:26][CH2:27][CH:28]([C:11]2=3)[CH2:29][CH2:30]4)[CH2:4][CH2:3]1, predict the reactants needed to synthesize it. The reactants are: [CH3:1][C:2]1[N:7]=[CH:6][C:5](/[CH:8]=[CH:9]\[N:10]2[C:18]3[CH:17]=[CH:16][C:15]([O:19][C:20]([F:23])([F:22])[F:21])=[CH:14][C:13]=3[C:12]3[CH2:24][N:25]4[CH2:30][CH2:29][CH:28]([C:11]2=3)[CH2:27][CH2:26]4)=[CH:4][CH:3]=1. (4) Given the product [CH3:15][O:16][C:17](=[O:29])[CH2:18][C@H:19]1[C:23]2[CH:24]=[CH:25][C:26]([O:14][CH:9]3[C:10]4[C:6](=[C:5]([C:2]5([CH3:1])[CH2:3][CH2:4]5)[CH:13]=[CH:12][CH:11]=4)[CH2:7][CH2:8]3)=[CH:27][C:22]=2[O:21][CH2:20]1, predict the reactants needed to synthesize it. The reactants are: [CH3:1][C:2]1([C:5]2[CH:13]=[CH:12][CH:11]=[C:10]3[C:6]=2[CH2:7][CH2:8][CH:9]3[OH:14])[CH2:4][CH2:3]1.[CH3:15][O:16][C:17](=[O:29])[CH2:18][C@H:19]1[C:23]2[CH:24]=[CH:25][C:26](O)=[CH:27][C:22]=2[O:21][CH2:20]1.